This data is from Reaction yield outcomes from USPTO patents with 853,638 reactions. The task is: Predict the reaction yield, written as a fraction of the theoretical maximum amount of product (1.0 means a 100% yield; for example, 0.34 means a 34% yield). The reactants are Cl[C:2]1[C:3]2[CH:18]=[CH:17][NH:16][C:4]=2[N:5]=[C:6]([S:8][C:9]2[CH:14]=[CH:13][C:12]([F:15])=[CH:11][CH:10]=2)[N:7]=1.[CH3:19][O:20][C:21]1[CH:33]=[CH:32][C:24]([CH2:25][N:26]2[C:30]([NH2:31])=[CH:29][CH:28]=[N:27]2)=[CH:23][CH:22]=1.C1(P(C2C=CC=CC=2)C2C3OC4C(=CC=CC=4P(C4C=CC=CC=4)C4C=CC=CC=4)C(C)(C)C=3C=CC=2)C=CC=CC=1.CC(C)([O-])C.[Na+]. The catalyst is C1(C)C=CC=CC=1. The product is [F:15][C:12]1[CH:13]=[CH:14][C:9]([S:8][C:6]2[N:7]=[C:2]([NH:31][C:30]3[N:26]([CH2:25][C:24]4[CH:32]=[CH:33][C:21]([O:20][CH3:19])=[CH:22][CH:23]=4)[N:27]=[CH:28][CH:29]=3)[C:3]3[CH:18]=[CH:17][NH:16][C:4]=3[N:5]=2)=[CH:10][CH:11]=1. The yield is 0.350.